Dataset: Peptide-MHC class I binding affinity with 185,985 pairs from IEDB/IMGT. Task: Regression. Given a peptide amino acid sequence and an MHC pseudo amino acid sequence, predict their binding affinity value. This is MHC class I binding data. (1) The peptide sequence is NQMLNCVGDH. The MHC is Mamu-B03 with pseudo-sequence Mamu-B03. The binding affinity (normalized) is 0. (2) The peptide sequence is IPFSEGKAL. The MHC is HLA-B27:05 with pseudo-sequence HLA-B27:05. The binding affinity (normalized) is 0.0847. (3) The peptide sequence is EDMLAVWNRV. The MHC is HLA-A32:01 with pseudo-sequence HLA-A32:01. The binding affinity (normalized) is 0.502. (4) The peptide sequence is LEPGDTIIF. The MHC is Mamu-A11 with pseudo-sequence Mamu-A11. The binding affinity (normalized) is 0.756. (5) The peptide sequence is VIPFDDIVR. The MHC is HLA-A68:01 with pseudo-sequence HLA-A68:01. The binding affinity (normalized) is 0.523. (6) The peptide sequence is TWIPEWDFI. The MHC is Mamu-B8701 with pseudo-sequence Mamu-B8701. The binding affinity (normalized) is 0.569. (7) The MHC is HLA-B44:02 with pseudo-sequence HLA-B44:02. The peptide sequence is CETCVYNMM. The binding affinity (normalized) is 0.582.